From a dataset of Peptide-MHC class I binding affinity with 185,985 pairs from IEDB/IMGT. Regression. Given a peptide amino acid sequence and an MHC pseudo amino acid sequence, predict their binding affinity value. This is MHC class I binding data. (1) The peptide sequence is EIIFLKLFKK. The MHC is HLA-A11:01 with pseudo-sequence HLA-A11:01. The binding affinity (normalized) is 0.734. (2) The peptide sequence is FLKQVYFE. The MHC is H-2-Db with pseudo-sequence H-2-Db. The binding affinity (normalized) is 0. (3) The peptide sequence is CAASGFTFSSY. The MHC is Mamu-B17 with pseudo-sequence Mamu-B17. The binding affinity (normalized) is 0.0914. (4) The peptide sequence is LPEETNIGCA. The MHC is HLA-B51:01 with pseudo-sequence HLA-B51:01. The binding affinity (normalized) is 0. (5) The peptide sequence is LQGRGPLRLF. The MHC is HLA-B15:01 with pseudo-sequence HLA-B15:01. The binding affinity (normalized) is 0.587. (6) The peptide sequence is MTMLTRWKI. The MHC is HLA-C07:01 with pseudo-sequence HLA-C07:01. The binding affinity (normalized) is 0.403.